From a dataset of Catalyst prediction with 721,799 reactions and 888 catalyst types from USPTO. Predict which catalyst facilitates the given reaction. (1) Reactant: [C:1]([C:4]1[N:8]([C:9]2[CH:14]=[CH:13][C:12]([O:15][CH3:16])=[CH:11][CH:10]=2)[C:7]([C:17]([N:19]([CH3:21])[CH3:20])=[O:18])=[C:6]([O:22]CC2C=CC=CC=2)[C:5]=1[O:30]CC1C=CC=CC=1)(=[O:3])[CH3:2]. Product: [C:1]([C:4]1[N:8]([C:9]2[CH:10]=[CH:11][C:12]([O:15][CH3:16])=[CH:13][CH:14]=2)[C:7]([C:17]([N:19]([CH3:21])[CH3:20])=[O:18])=[C:6]([OH:22])[C:5]=1[OH:30])(=[O:3])[CH3:2]. The catalyst class is: 19. (2) Reactant: [Li]CCCC.[CH2:6]([O:8][CH2:9][CH2:10][O:11][C:12]1[CH:17]=[CH:16][C:15]([CH2:18][CH2:19][Ge:20]([C:23]2[S:24][CH:25]=[C:26]([CH2:28][CH2:29][CH2:30][CH2:31][CH2:32][CH3:33])[CH:27]=2)([CH3:22])[CH3:21])=[CH:14][CH:13]=1)[CH3:7].[I:34]CCI. Product: [CH2:6]([O:8][CH2:9][CH2:10][O:11][C:12]1[CH:13]=[CH:14][C:15]([CH2:18][CH2:19][Ge:20]([C:23]2[S:24][C:25]([I:34])=[C:26]([CH2:28][CH2:29][CH2:30][CH2:31][CH2:32][CH3:33])[CH:27]=2)([CH3:21])[CH3:22])=[CH:16][CH:17]=1)[CH3:7]. The catalyst class is: 1.